This data is from Catalyst prediction with 721,799 reactions and 888 catalyst types from USPTO. The task is: Predict which catalyst facilitates the given reaction. (1) Reactant: [NH2:1][CH:2]1[C:11]2[C:6](=[CH:7][CH:8]=[C:9]([NH:12][C:13]([C:15]3[C:24](=[O:25])[C:23]4[C:18](=[CH:19][CH:20]=[CH:21][CH:22]=4)[NH:17][CH:16]=3)=[O:14])[CH:10]=2)[CH2:5][CH2:4][CH2:3]1.CCN(C(C)C)C(C)C.Cl[C:36]([O:38][CH3:39])=[O:37].N1CCCCC1. Product: [CH3:39][O:38][C:36]([NH:1][CH:2]1[C:11]2[C:6](=[CH:7][CH:8]=[C:9]([NH:12][C:13]([C:15]3[C:24](=[O:25])[C:23]4[C:18](=[CH:19][CH:20]=[CH:21][CH:22]=4)[NH:17][CH:16]=3)=[O:14])[CH:10]=2)[CH2:5][CH2:4][CH2:3]1)=[O:37]. The catalyst class is: 5. (2) Reactant: Br[CH2:2][C:3]1[C:12]2[C:7](=[CH:8][CH:9]=[CH:10][CH:11]=2)[CH:6]=[CH:5][CH:4]=1.[O:13]1[CH2:18][CH2:17]OCC1.[CH:19]1[C:28]2[C:23](=[CH:24]C=C[CH:27]=2)[CH2:22][CH2:21][C:20]=1N1CCCC1.Cl. Product: [C:3]1([CH2:2][CH:27]2[C:28]3[C:23](=[CH:22][CH:21]=[CH:20][CH:19]=3)[CH2:24][CH2:17][C:18]2=[O:13])[C:12]2[C:7](=[CH:8][CH:9]=[CH:10][CH:11]=2)[CH:6]=[CH:5][CH:4]=1. The catalyst class is: 195.